This data is from Experimentally validated miRNA-target interactions with 360,000+ pairs, plus equal number of negative samples. The task is: Binary Classification. Given a miRNA mature sequence and a target amino acid sequence, predict their likelihood of interaction. The miRNA is hsa-miR-3976 with sequence UAUAGAGAGCAGGAAGAUUAAUGU. The protein sequence of the target gene is MGKCSGRCTLVAFCCLQLVAALERQIFDFLGYQWAPILANFLHIMAVILGIFGTVQYRSRYLILYAAWLVLWVGWNAFIICFYLEVGQLSQDRDFIMTFNTSLHRSWWMENGPGCLVTPVLNSRLALEDHHVISVTGCLLDYPYIEALSSALQIFLALFGFVFACYVSKVFLEEEDSFDFIGGFDSYGYQAPQKTSHLQLQPLYTSG. Result: 1 (interaction).